This data is from Reaction yield outcomes from USPTO patents with 853,638 reactions. The task is: Predict the reaction yield, written as a fraction of the theoretical maximum amount of product (1.0 means a 100% yield; for example, 0.34 means a 34% yield). The yield is 0.380. No catalyst specified. The reactants are [Cl:1][C:2]1[CH:7]=[C:6]([Cl:8])[CH:5]=[CH:4][C:3]=1[C:9]1[N:10]=[C:11](/[CH:30]=[CH:31]/[C:32]2[CH:37]=[CH:36][C:35]([OH:38])=[CH:34][CH:33]=2)[N:12]([CH2:14][C:15]([NH:17][CH:18]([C:20]2[C:29]3[C:24](=[CH:25][CH:26]=[CH:27][CH:28]=3)[CH:23]=[CH:22][CH:21]=2)[CH3:19])=[O:16])[CH:13]=1.Br[CH2:40][C:41]1[CH:42]=[C:43]([CH:48]=[CH:49][CH:50]=1)[C:44]([O:46]C)=[O:45]. The product is [Cl:1][C:2]1[CH:7]=[C:6]([Cl:8])[CH:5]=[CH:4][C:3]=1[C:9]1[N:10]=[C:11](/[CH:30]=[CH:31]/[C:32]2[CH:33]=[CH:34][C:35]([O:38][CH2:40][C:41]3[CH:42]=[C:43]([CH:48]=[CH:49][CH:50]=3)[C:44]([OH:46])=[O:45])=[CH:36][CH:37]=2)[N:12]([CH2:14][C:15](=[O:16])[NH:17][CH:18]([C:20]2[C:29]3[C:24](=[CH:25][CH:26]=[CH:27][CH:28]=3)[CH:23]=[CH:22][CH:21]=2)[CH3:19])[CH:13]=1.